Dataset: Forward reaction prediction with 1.9M reactions from USPTO patents (1976-2016). Task: Predict the product of the given reaction. (1) Given the reactants [CH2:1]([C:3]1[S:4][CH:5]=[C:6](/[CH:8]=[CH:9]/[C:10]2[C:11]([O:21][CH2:22][C:23]3[CH:48]=[CH:47][C:26]([O:27][CH2:28][C:29]4[N:30]=[C:31]([C:35]5[CH:36]=[C:37]([CH2:41][C:42]([O:44]CC)=[O:43])[CH:38]=[CH:39][CH:40]=5)[O:32][C:33]=4[CH3:34])=[C:25]([O:49][CH3:50])[CH:24]=3)=[N:12][N:13]([C:15]3[CH:20]=[CH:19][CH:18]=[CH:17][CH:16]=3)[CH:14]=2)[N:7]=1)[CH3:2].O1CCCC1.[OH-].[Na+].Cl, predict the reaction product. The product is: [CH2:1]([C:3]1[S:4][CH:5]=[C:6](/[CH:8]=[CH:9]/[C:10]2[C:11]([O:21][CH2:22][C:23]3[CH:48]=[CH:47][C:26]([O:27][CH2:28][C:29]4[N:30]=[C:31]([C:35]5[CH:36]=[C:37]([CH2:41][C:42]([OH:44])=[O:43])[CH:38]=[CH:39][CH:40]=5)[O:32][C:33]=4[CH3:34])=[C:25]([O:49][CH3:50])[CH:24]=3)=[N:12][N:13]([C:15]3[CH:16]=[CH:17][CH:18]=[CH:19][CH:20]=3)[CH:14]=2)[N:7]=1)[CH3:2]. (2) Given the reactants CO[C:3]([C:5]1[C:6]([OH:33])=[C:7]2[C:12](=[CH:13][N:14]=1)[N:11]([CH2:15][C:16]1[CH:21]=[CH:20][CH:19]=[CH:18][CH:17]=1)[C:10](=[O:22])[C:9]([C:23]1[CH:28]=[CH:27][CH:26]=[CH:25][C:24]=1[C:29]([F:32])([F:31])[F:30])=[CH:8]2)=[O:4].[NH2:34][CH2:35][CH2:36][CH2:37][C:38]([OH:40])=[O:39].C[O-].[Na+], predict the reaction product. The product is: [CH2:15]([N:11]1[C:12]2[C:7](=[C:6]([OH:33])[C:5]([C:3]([NH:34][CH2:35][CH2:36][CH2:37][C:38]([OH:40])=[O:39])=[O:4])=[N:14][CH:13]=2)[CH:8]=[C:9]([C:23]2[CH:28]=[CH:27][CH:26]=[CH:25][C:24]=2[C:29]([F:30])([F:32])[F:31])[C:10]1=[O:22])[C:16]1[CH:17]=[CH:18][CH:19]=[CH:20][CH:21]=1.